This data is from Forward reaction prediction with 1.9M reactions from USPTO patents (1976-2016). The task is: Predict the product of the given reaction. (1) Given the reactants [Br:1][C:2]1[CH:7]=[CH:6][C:5]([C:8](=[O:14])[CH2:9][CH2:10][C:11]([OH:13])=[O:12])=[CH:4][CH:3]=1.OS(O)(=O)=O.[CH3:20]O, predict the reaction product. The product is: [Br:1][C:2]1[CH:3]=[CH:4][C:5]([C:8](=[O:14])[CH2:9][CH2:10][C:11]([O:13][CH3:20])=[O:12])=[CH:6][CH:7]=1. (2) Given the reactants [CH:1]12[O:8][CH:5]([CH:6]=[CH:7]1)[C:4](=[O:9])[CH2:3][C:2]2=[O:10], predict the reaction product. The product is: [CH:5]12[O:8][CH:1]([CH2:7][CH2:6]1)[C:2](=[O:10])[CH2:3][C:4]2=[O:9]. (3) Given the reactants [F:1][CH:2]([F:23])[O:3][C:4]1[C:5]([OH:22])=[C:6]([C:12]2[CH:13]=[C:14]3[C:18](=[CH:19][CH:20]=2)[C:17](=[O:21])[O:16][CH2:15]3)[CH:7]=[CH:8][C:9]=1[O:10][CH3:11].C(=O)([O-])[O-].[K+].[K+].[CH2:30](Br)[CH:31]([CH3:33])[CH3:32], predict the reaction product. The product is: [F:23][CH:2]([F:1])[O:3][C:4]1[C:5]([O:22][CH2:30][CH:31]([CH3:33])[CH3:32])=[C:6]([C:12]2[CH:13]=[C:14]3[C:18](=[CH:19][CH:20]=2)[C:17](=[O:21])[O:16][CH2:15]3)[CH:7]=[CH:8][C:9]=1[O:10][CH3:11]. (4) Given the reactants O[C:2]1[C:11]2[CH2:10][C:9]([CH3:13])([CH3:12])[CH2:8][CH2:7][C:6]=2[N:5]=[C:4]([C@H:14]2[CH2:18][CH2:17][CH2:16][N:15]2[C:19]([O:21][CH2:22][C:23]2[CH:28]=[CH:27][CH:26]=[CH:25][CH:24]=2)=[O:20])[N:3]=1.P(Cl)(Cl)([Cl:31])=O, predict the reaction product. The product is: [Cl:31][C:2]1[C:11]2[CH2:10][C:9]([CH3:13])([CH3:12])[CH2:8][CH2:7][C:6]=2[N:5]=[C:4]([C@H:14]2[CH2:18][CH2:17][CH2:16][N:15]2[C:19]([O:21][CH2:22][C:23]2[CH:28]=[CH:27][CH:26]=[CH:25][CH:24]=2)=[O:20])[N:3]=1. (5) Given the reactants [CH2:1]([N:3]=[C:4]=[O:5])[CH3:2].[CH2:6]([O:8][C:9]([C:11]1[C:16]([O:17][CH2:18][CH3:19])=[C:15]([N:20]2[CH2:25][CH2:24][O:23][CH2:22][CH2:21]2)[N:14]=[C:13]([C:26]2[CH:31]=[CH:30][C:29]([OH:32])=[CH:28][CH:27]=2)[N:12]=1)=[O:10])[CH3:7], predict the reaction product. The product is: [CH2:6]([O:8][C:9]([C:11]1[C:16]([O:17][CH2:18][CH3:19])=[C:15]([N:20]2[CH2:21][CH2:22][O:23][CH2:24][CH2:25]2)[N:14]=[C:13]([C:26]2[CH:27]=[CH:28][C:29]([O:32][C:4](=[O:5])[NH:3][CH2:1][CH3:2])=[CH:30][CH:31]=2)[N:12]=1)=[O:10])[CH3:7].